Dataset: Full USPTO retrosynthesis dataset with 1.9M reactions from patents (1976-2016). Task: Predict the reactants needed to synthesize the given product. (1) Given the product [C:28]([N:31]1[CH2:36][CH2:35][N:34]([C:2]2[N:3]([CH2:24][CH:25]3[CH2:27][CH2:26]3)[C:4]3[C:9]([N:10]=2)=[C:8]([N:11]2[CH2:16][CH2:15][O:14][CH2:13][CH2:12]2)[N:7]=[C:6]([C:17]2[CH:18]=[N:19][C:20]([NH2:23])=[N:21][CH:22]=2)[N:5]=3)[CH2:33][CH2:32]1)(=[O:30])[CH3:29], predict the reactants needed to synthesize it. The reactants are: Cl[C:2]1[N:3]([CH2:24][CH:25]2[CH2:27][CH2:26]2)[C:4]2[C:9]([N:10]=1)=[C:8]([N:11]1[CH2:16][CH2:15][O:14][CH2:13][CH2:12]1)[N:7]=[C:6]([C:17]1[CH:18]=[N:19][C:20]([NH2:23])=[N:21][CH:22]=1)[N:5]=2.[C:28]([N:31]1[CH2:36][CH2:35][NH:34][CH2:33][CH2:32]1)(=[O:30])[CH3:29]. (2) Given the product [Cl:1][C:2]1[CH:3]=[CH:4][C:5]([O:25][CH:26]([F:28])[F:27])=[C:6]([C:8]2[C:13]([O:14][CH3:15])=[CH:12][N:11]([CH:16]([CH2:35][C@@H:36]3[CH2:41][CH2:40][CH2:39][CH2:38][O:37]3)[C:17]([O:19][C:20]([CH3:23])([CH3:22])[CH3:21])=[O:18])[C:10](=[O:24])[CH:9]=2)[CH:7]=1, predict the reactants needed to synthesize it. The reactants are: [Cl:1][C:2]1[CH:3]=[CH:4][C:5]([O:25][CH:26]([F:28])[F:27])=[C:6]([C:8]2[C:13]([O:14][CH3:15])=[CH:12][N:11]([CH2:16][C:17]([O:19][C:20]([CH3:23])([CH3:22])[CH3:21])=[O:18])[C:10](=[O:24])[CH:9]=2)[CH:7]=1.FC(F)(F)S(O[CH2:35][C@@H:36]1[CH2:41][CH2:40][CH2:39][CH2:38][O:37]1)(=O)=O. (3) Given the product [NH2:17][C:12]1[C:4]([N+:1]([O-:3])=[O:2])=[C:5]([CH:9]=[C:10]([F:15])[C:11]=1[F:14])[C:6]([OH:8])=[O:7], predict the reactants needed to synthesize it. The reactants are: [N+:1]([C:4]1[C:12](F)=[C:11]([F:14])[C:10]([F:15])=[CH:9][C:5]=1[C:6]([OH:8])=[O:7])([O-:3])=[O:2].[OH-].[NH4+:17]. (4) Given the product [C:1]([O:5][C@@H:6]([C:11]1[C:12]([CH3:30])=[N:13][C:14]2[N:15]([N:20]=[C:21]([C:23]3[CH:28]=[CH:27][CH:26]=[C:25]([Cl:29])[CH:24]=3)[CH:22]=2)[C:16]=1[CH:17]([CH3:19])[CH3:18])[C:7]([OH:9])=[O:8])([CH3:2])([CH3:3])[CH3:4], predict the reactants needed to synthesize it. The reactants are: [C:1]([O:5][C@@H:6]([C:11]1[C:12]([CH3:30])=[N:13][C:14]2[N:15]([N:20]=[C:21]([C:23]3[CH:28]=[CH:27][CH:26]=[C:25]([Cl:29])[CH:24]=3)[CH:22]=2)[C:16]=1[CH:17]([CH3:19])[CH3:18])[C:7]([O:9]C)=[O:8])([CH3:4])([CH3:3])[CH3:2].[OH-].[Na+].Cl. (5) The reactants are: Br[C:2]1[C:10]2[C:5](=[N:6][CH:7]=[CH:8][C:9]=2[O:11][C:12]2[CH:17]=[CH:16][C:15]([O:18][C:19]3[CH:24]=[CH:23][CH:22]=[CH:21][CH:20]=3)=[CH:14][CH:13]=2)[N:4]([CH2:25][C:26]2[CH:31]=[CH:30][C:29]([O:32][CH3:33])=[CH:28][CH:27]=2)[N:3]=1.[NH2:34][C:35]1[CH:36]=[C:37](/[CH:41]=[C:42](\[C:50]#[N:51])/[C:43]([O:45][C:46]([CH3:49])([CH3:48])[CH3:47])=[O:44])[CH:38]=[CH:39][CH:40]=1.CC(C1C=C(C(C)C)C(C2C=CC=CC=2P(C2CCCCC2)C2CCCCC2)=C(C(C)C)C=1)C.[O-]P([O-])([O-])=O.[K+].[K+].[K+]. Given the product [C:50](/[C:42](=[CH:41]\[C:37]1[CH:38]=[CH:39][CH:40]=[C:35]([NH:34][C:2]2[C:10]3[C:5](=[N:6][CH:7]=[CH:8][C:9]=3[O:11][C:12]3[CH:17]=[CH:16][C:15]([O:18][C:19]4[CH:24]=[CH:23][CH:22]=[CH:21][CH:20]=4)=[CH:14][CH:13]=3)[N:4]([CH2:25][C:26]3[CH:31]=[CH:30][C:29]([O:32][CH3:33])=[CH:28][CH:27]=3)[N:3]=2)[CH:36]=1)/[C:43]([O:45][C:46]([CH3:48])([CH3:47])[CH3:49])=[O:44])#[N:51], predict the reactants needed to synthesize it. (6) Given the product [CH3:1][CH2:2][C:3]([CH2:5][CH2:6]/[CH:7]=[C:8](/[CH2:10][CH2:11][CH:12]=[C:13]([CH3:14])[CH3:15])\[CH3:9])=[CH2:4].[CH2:1]=[CH:2][C:3](=[CH2:4])[CH3:5], predict the reactants needed to synthesize it. The reactants are: [CH3:1][CH2:2][C:3]([CH2:5][CH2:6]/[CH:7]=[C:8](/[CH2:10][CH2:11][CH:12]=[C:13]([CH3:15])[CH3:14])\[CH3:9])=[CH2:4]. (7) Given the product [Cl-:1].[F:11][C:12]1[CH:17]=[CH:16][C:15]([CH:18]([N:30]2[CH2:31][CH2:32][CH2:33][CH2:34][CH2:35]2)[C:19]([O:21][C@@H:22]2[CH:27]3[CH2:28][CH2:29][N+:24]([CH2:2][C:3](=[O:4])[C:5]4[CH:10]=[CH:9][CH:8]=[CH:7][CH:6]=4)([CH2:25][CH2:26]3)[CH2:23]2)=[O:20])=[CH:14][CH:13]=1, predict the reactants needed to synthesize it. The reactants are: [Cl:1][CH2:2][C:3]([C:5]1[CH:10]=[CH:9][CH:8]=[CH:7][CH:6]=1)=[O:4].[F:11][C:12]1[CH:17]=[CH:16][C:15]([CH:18]([N:30]2[CH2:35][CH2:34][CH2:33][CH2:32][CH2:31]2)[C:19]([O:21][C@@H:22]2[CH:27]3[CH2:28][CH2:29][N:24]([CH2:25][CH2:26]3)[CH2:23]2)=[O:20])=[CH:14][CH:13]=1.CCOCC.